Dataset: Full USPTO retrosynthesis dataset with 1.9M reactions from patents (1976-2016). Task: Predict the reactants needed to synthesize the given product. (1) Given the product [CH3:9][C:7]1([CH3:10])[O:6][C:5]2[CH:11]=[CH:12][C:2]([C:21]3[CH:27]=[CH:26][C:24]([NH2:25])=[CH:23][CH:22]=3)=[CH:3][C:4]=2[O:8]1, predict the reactants needed to synthesize it. The reactants are: Br[C:2]1[CH:12]=[CH:11][C:5]2[O:6][C:7]([CH3:10])([CH3:9])[O:8][C:4]=2[CH:3]=1.CC1(C)C(C)(C)OB([C:21]2[CH:27]=[CH:26][C:24]([NH2:25])=[CH:23][CH:22]=2)O1. (2) Given the product [Cl:39][C:25]1[C:26]([NH:28][C@@H:29]2[C@@H:34]3[CH2:35][C@@H:31]([CH:32]=[CH:33]3)[C@@H:30]2[C:36]([NH2:38])=[O:37])=[N:27][C:22]([NH:20][C:4]2[CH:5]=[CH:6][C:7]3[CH2:13][CH2:12][C@@H:11]([N:14]4[CH2:19][CH2:18][O:17][CH2:16][CH2:15]4)[CH2:10][CH2:9][C:8]=3[C:3]=2[O:2][CH3:1])=[N:23][CH:24]=1, predict the reactants needed to synthesize it. The reactants are: [CH3:1][O:2][C:3]1[C:8]2[CH2:9][CH2:10][CH:11]([N:14]3[CH2:19][CH2:18][O:17][CH2:16][CH2:15]3)[CH2:12][CH2:13][C:7]=2[CH:6]=[CH:5][C:4]=1[NH2:20].Cl[C:22]1[N:27]=[C:26]([NH:28][C@@H:29]2[C@@H:34]3[CH2:35][C@@H:31]([CH:32]=[CH:33]3)[C@@H:30]2[C:36]([NH2:38])=[O:37])[C:25]([Cl:39])=[CH:24][N:23]=1.